This data is from Full USPTO retrosynthesis dataset with 1.9M reactions from patents (1976-2016). The task is: Predict the reactants needed to synthesize the given product. Given the product [F:1][C:2]1[CH:36]=[CH:35][CH:34]=[C:33]([F:37])[C:3]=1[CH2:4][O:5][C:6]1[C:7]2[N:8]([C:12]([C:16]([NH:18][C:19]([C:23]3[CH:24]=[CH:25][C:26]([CH2:27][OH:28])=[CH:31][CH:32]=3)([CH3:22])[CH2:20][OH:21])=[O:17])=[C:13]([CH3:15])[N:14]=2)[CH:9]=[CH:10][CH:11]=1, predict the reactants needed to synthesize it. The reactants are: [F:1][C:2]1[CH:36]=[CH:35][CH:34]=[C:33]([F:37])[C:3]=1[CH2:4][O:5][C:6]1[C:7]2[N:8]([C:12]([C:16]([NH:18][C:19]([C:23]3[CH:32]=[CH:31][C:26]([C:27](OC)=[O:28])=[CH:25][CH:24]=3)([CH3:22])[CH2:20][OH:21])=[O:17])=[C:13]([CH3:15])[N:14]=2)[CH:9]=[CH:10][CH:11]=1.[H-].C([Al+]CC(C)C)C(C)C.C1(C)C=CC=CC=1.[C@H](O)(C([O-])=O)[C@@H](O)C([O-])=O.[Na+].[K+].